This data is from Full USPTO retrosynthesis dataset with 1.9M reactions from patents (1976-2016). The task is: Predict the reactants needed to synthesize the given product. (1) Given the product [Br:38][CH2:39][CH2:40][CH2:41][O:36][C:30]1[CH:29]=[C:28]2[C:33]([C:24]([O:23][C:22]3[C:14]([F:13])=[C:15]4[C:19](=[CH:20][CH:21]=3)[NH:18][C:17]([CH3:37])=[CH:16]4)=[CH:25][N:26]=[N:27]2)=[CH:32][C:31]=1[O:34][CH3:35], predict the reactants needed to synthesize it. The reactants are: CCOC(/N=N/C(OCC)=O)=O.[F:13][C:14]1[C:22]([O:23][C:24]2[C:33]3[C:28](=[CH:29][C:30]([OH:36])=[C:31]([O:34][CH3:35])[CH:32]=3)[N:27]=[N:26][CH:25]=2)=[CH:21][CH:20]=[C:19]2[C:15]=1[CH:16]=[C:17]([CH3:37])[NH:18]2.[Br:38][CH2:39][CH2:40][CH2:41]O.C1(P(C2C=CC=CC=2)C2C=CC=CC=2)C=CC=CC=1. (2) Given the product [Br:1][C:2]1[C:12]([Cl:13])=[CH:11][C:5]([CH2:6][C:21]([OH:17])=[O:15])=[C:4]([CH3:14])[CH:3]=1, predict the reactants needed to synthesize it. The reactants are: [Br:1][C:2]1[C:12]([Cl:13])=[CH:11][C:5]([C:6](OCC)=O)=[C:4]([CH3:14])[CH:3]=1.[OH-:15].[Li+].[O:17]1[CH2:21]CCC1.